Task: Regression. Given a peptide amino acid sequence and an MHC pseudo amino acid sequence, predict their binding affinity value. This is MHC class II binding data.. Dataset: Peptide-MHC class II binding affinity with 134,281 pairs from IEDB The peptide sequence is TKLDSEIKSWLAFAA. The MHC is DRB1_1201 with pseudo-sequence DRB1_1201. The binding affinity (normalized) is 0.484.